Dataset: Forward reaction prediction with 1.9M reactions from USPTO patents (1976-2016). Task: Predict the product of the given reaction. (1) The product is: [C:5]([O:13][C:67](=[O:68])[NH:38][C:35]([CH3:36])([CH2:31][C:32]([O:57]/[N:56]=[C:55](\[NH2:58])/[C:51]1[N:46]2[CH:47]=[C:48]([CH3:50])[CH:49]=[C:44]([O:43][CH2:42][C:41]3[C:59]([F:63])=[CH:60][CH:61]=[CH:62][C:40]=3[F:39])[C:45]2=[N:53][C:52]=1[CH3:54])=[O:34])[CH3:37])([CH3:6])([CH3:18])[CH3:4]. Given the reactants Cl.CN(C)[CH2:4][CH2:5][CH2:6]N=C=NCC.[OH2:13].ON1C2C=CC=C[C:18]=2N=N1.C([CH:31]([C:35]([NH2:38])([CH3:37])[CH3:36])[C:32]([OH:34])=O)(OC(C)(C)C)=O.[F:39][C:40]1[CH:62]=[CH:61][CH:60]=[C:59]([F:63])[C:41]=1[CH2:42][O:43][C:44]1[C:45]2[N:46]([C:51]([C:55](=[NH:58])[NH:56][OH:57])=[C:52]([CH3:54])[N:53]=2)[CH:47]=[C:48]([CH3:50])[CH:49]=1.CN([CH:67]=[O:68])C, predict the reaction product. (2) The product is: [Cl:1][C:2]1[CH:7]=[CH:6][CH:5]=[C:4]([F:8])[C:3]=1[CH2:9][N:10]([CH2:13][C:14]1[N:15]=[CH:16][C:17]([CH2:20][OH:21])=[CH:18][CH:19]=1)[CH2:11][CH3:12]. Given the reactants [Cl:1][C:2]1[CH:7]=[CH:6][CH:5]=[C:4]([F:8])[C:3]=1[CH2:9][N:10]([CH2:13][C:14]1[CH:19]=[CH:18][C:17]([CH2:20][O:21][Si](C(C)(C)C)(C)C)=[CH:16][N:15]=1)[CH2:11][CH3:12].F.F.F.C(N(CC)CC)C, predict the reaction product. (3) Given the reactants Br[C:2]1[CH:7]=[CH:6][C:5]([OH:8])=[CH:4][C:3]=1[CH3:9].[C:10](=[O:13])([O-])[O-].[Cs+].[Cs+].CN([CH:19]=[O:20])C, predict the reaction product. The product is: [CH3:10][O:13][C:19]([C:2]1[CH:7]=[CH:6][C:5]([C:2]2[CH:7]=[CH:6][C:5]([OH:8])=[CH:4][C:3]=2[CH3:9])=[CH:4][CH:3]=1)=[O:20]. (4) The product is: [C:13]([O:12][C:11]([N:10]([CH2:9][C@@H:8]([C:4]1[CH:5]=[CH:6][CH:7]=[C:2]([Cl:1])[CH:3]=1)[OH:28])[CH2:18][CH2:19][NH:20][C:21]1[CH:26]=[CH:25][C:24]([C:38]2[CH:39]=[CH:40][C:41]([C:42]([O:44][CH3:45])=[O:43])=[C:36]([O:35][CH:29]3[CH2:34][CH2:33][CH2:32][CH2:31][CH2:30]3)[CH:37]=2)=[CH:23][CH:22]=1)=[O:17])([CH3:16])([CH3:15])[CH3:14]. Given the reactants [Cl:1][C:2]1[CH:3]=[C:4]([C@@H:8]([OH:28])[CH2:9][N:10]([CH2:18][CH2:19][NH:20][C:21]2[CH:26]=[CH:25][C:24](I)=[CH:23][CH:22]=2)[C:11](=[O:17])[O:12][C:13]([CH3:16])([CH3:15])[CH3:14])[CH:5]=[CH:6][CH:7]=1.[CH:29]1([O:35][C:36]2[CH:37]=[C:38](B(O)O)[CH:39]=[CH:40][C:41]=2[C:42]([O:44][CH3:45])=[O:43])[CH2:34][CH2:33][CH2:32][CH2:31][CH2:30]1.P([O-])([O-])([O-])=O.[K+].[K+].[K+], predict the reaction product.